This data is from Forward reaction prediction with 1.9M reactions from USPTO patents (1976-2016). The task is: Predict the product of the given reaction. Given the reactants [Br:1][C:2]1[CH:7]=[CH:6][C:5]([S:8](Cl)(=[O:10])=[O:9])=[C:4]([CH3:12])[CH:3]=1.[CH2:13]([N:15](C(C)C)[CH:16](C)C)[CH3:14].CNCC, predict the reaction product. The product is: [Br:1][C:2]1[CH:7]=[CH:6][C:5]([S:8]([N:15]([CH2:13][CH3:14])[CH3:16])(=[O:10])=[O:9])=[C:4]([CH3:12])[CH:3]=1.